From a dataset of Full USPTO retrosynthesis dataset with 1.9M reactions from patents (1976-2016). Predict the reactants needed to synthesize the given product. (1) The reactants are: C[O:2][C:3]([CH:5]1[CH2:9][C:8](=O)[CH2:7][N:6]1[CH2:11][C:12]1[CH:17]=[CH:16][CH:15]=[CH:14][CH:13]=1)=[O:4].[Br:18][C:19]1[CH:20]=[C:21]([CH:25]=[CH:26][CH:27]=1)[CH2:22][NH:23][CH3:24].[BH-](OC(C)=O)(OC(C)=O)OC(C)=O.[Na+].C([O-])(O)=O.[Na+]. Given the product [CH2:11]([N:6]1[CH2:7][CH:8]([N:23]([CH2:22][C:21]2[CH:25]=[CH:26][CH:27]=[C:19]([Br:18])[CH:20]=2)[CH3:24])[CH2:9][CH:5]1[C:3]([OH:2])=[O:4])[C:12]1[CH:17]=[CH:16][CH:15]=[CH:14][CH:13]=1, predict the reactants needed to synthesize it. (2) Given the product [CH3:1][C:2]1[CH:7]=[CH:6][C:5]([C:8]2[O:12][N:11]=[CH:10][C:9]=2[C:13]([N:16]2[CH2:21][CH2:20][CH:19]([C:22]3[C:30]4[C:25](=[CH:26][CH:27]=[CH:28][CH:29]=4)[NH:24][CH:23]=3)[CH2:18][CH2:17]2)=[O:14])=[CH:4][CH:3]=1, predict the reactants needed to synthesize it. The reactants are: [CH3:1][C:2]1[CH:7]=[CH:6][C:5]([C:8]2[O:12][N:11]=[CH:10][C:9]=2[C:13](Cl)=[O:14])=[CH:4][CH:3]=1.[NH:16]1[CH2:21][CH2:20][CH:19]([C:22]2[C:30]3[C:25](=[CH:26][CH:27]=[CH:28][CH:29]=3)[NH:24][CH:23]=2)[CH2:18][CH2:17]1. (3) Given the product [Br:1][C:2]1[CH:7]=[C:6]([Cl:8])[C:5]([N:9]2[CH:18]=[C:12]3[CH:13]=[N+:14]([O-:28])[CH:15]=[C:16]([F:17])[C:11]3=[N:10]2)=[C:4]([Cl:19])[CH:3]=1, predict the reactants needed to synthesize it. The reactants are: [Br:1][C:2]1[CH:7]=[C:6]([Cl:8])[C:5]([N:9]2[CH:18]=[C:12]3[CH:13]=[N:14][CH:15]=[C:16]([F:17])[C:11]3=[N:10]2)=[C:4]([Cl:19])[CH:3]=1.ClC1C=CC=C(C(OO)=[O:28])C=1.